Dataset: Catalyst prediction with 721,799 reactions and 888 catalyst types from USPTO. Task: Predict which catalyst facilitates the given reaction. (1) Reactant: [NH2:1][C@@H:2]([CH2:5][C:6]([CH3:9])([OH:8])[CH3:7])[CH2:3][OH:4].[N:10]1([C:16](Cl)=[O:17])[CH2:15][CH2:14][O:13][CH2:12][CH2:11]1.C(N(CC)CC)C. Product: [OH:4][CH2:3][C@@H:2]([NH:1][C:16]([N:10]1[CH2:15][CH2:14][O:13][CH2:12][CH2:11]1)=[O:17])[CH2:5][C:6]([OH:8])([CH3:9])[CH3:7]. The catalyst class is: 4. (2) Reactant: [Cl:1][C:2]1[CH:7]=[CH:6][C:5]([CH2:8][CH2:9][C:10]([O:12]C)=[O:11])=[C:4]([C:14]([F:17])([F:16])[F:15])[CH:3]=1.[OH-].[Na+]. Product: [Cl:1][C:2]1[CH:7]=[CH:6][C:5]([CH2:8][CH2:9][C:10]([OH:12])=[O:11])=[C:4]([C:14]([F:15])([F:16])[F:17])[CH:3]=1. The catalyst class is: 5.